This data is from Reaction yield outcomes from USPTO patents with 853,638 reactions. The task is: Predict the reaction yield, written as a fraction of the theoretical maximum amount of product (1.0 means a 100% yield; for example, 0.34 means a 34% yield). The reactants are [Br:1][C:2]1[CH:7]=[C:6]([F:8])[CH:5]=[CH:4][C:3]=1[N:9]1[C:14]([CH3:15])=[CH:13][CH:12]=[C:11]([C:16]#N)[C:10]1=[O:18].BrC1C=C(F)C=CC=1N1C=CC(C)=C(C#N)C1=[O:36].S(=O)(=O)(O)O.[OH-:42].[Na+]. The catalyst is O. The product is [Br:1][C:2]1[CH:7]=[C:6]([F:8])[CH:5]=[CH:4][C:3]=1[N:9]1[C:14]([CH3:15])=[CH:13][CH:12]=[C:11]([C:16]([OH:36])=[O:42])[C:10]1=[O:18]. The yield is 0.530.